This data is from Cav3 T-type calcium channel HTS with 100,875 compounds. The task is: Binary Classification. Given a drug SMILES string, predict its activity (active/inactive) in a high-throughput screening assay against a specified biological target. (1) The drug is n1(ncc2c1cccc2)\N=C\c1ccc(N(C)C)cc1. The result is 0 (inactive). (2) The compound is S(=O)(=O)(N1CCCCCC1)c1ccc(cc1)C(OCC(=O)NCCC)=O. The result is 0 (inactive). (3) The drug is O1c2c(OC1)cc(N)c(c2)C(=O)C. The result is 0 (inactive). (4) The result is 0 (inactive). The drug is O1C(=N/C(=C/NCc2ccncc2)C1=O)c1ccccc1.